Task: Predict the reaction yield, written as a fraction of the theoretical maximum amount of product (1.0 means a 100% yield; for example, 0.34 means a 34% yield).. Dataset: Reaction yield outcomes from USPTO patents with 853,638 reactions (1) The reactants are [Br:1][C:2]1[CH:3]=[C:4]2[C:9]([NH:10][C@@H:11]3[CH2:15][CH2:14][C@:13]([CH3:19])([C:16]([OH:18])=O)[C:12]3([CH3:21])[CH3:20])=[C:8]([C:22](=[O:24])[NH2:23])[CH:7]=[N:6][N:5]2[CH:25]=1.CC[N:28](C(C)C)C(C)C.CN(C(ON1N=NC2C=CC=NC1=2)=[N+](C)C)C.F[P-](F)(F)(F)(F)F.[Cl-].[NH4+]. The catalyst is CN(C=O)C.C(OCC)(=O)C. The product is [Br:1][C:2]1[CH:3]=[C:4]2[C:9]([NH:10][C@@H:11]3[CH2:15][CH2:14][C@@:13]([C:16](=[O:18])[NH2:28])([CH3:19])[C:12]3([CH3:21])[CH3:20])=[C:8]([C:22]([NH2:23])=[O:24])[CH:7]=[N:6][N:5]2[CH:25]=1. The yield is 0.573. (2) The reactants are [Cl:1][C:2]1[N:7]=[C:6](Cl)[CH:5]=[CH:4][N:3]=1.[O:9]1[CH2:13][CH2:12][CH:11]([NH2:14])[CH2:10]1. The catalyst is CCO. The product is [Cl:1][C:2]1[N:7]=[C:6]([NH:14][CH:11]2[CH2:12][CH2:13][O:9][CH2:10]2)[CH:5]=[CH:4][N:3]=1. The yield is 0.246. (3) The product is [CH2:1]([C:3]1[N:8]=[C:7]([NH:9][C:10](=[O:15])[C:11]([CH3:14])([CH3:13])[CH3:12])[C:6]([CH3:16])=[CH:5][CH:4]=1)[CH3:2]. The reactants are [CH2:1]([C:3]1[N:8]=[C:7]([NH:9][C:10](=[O:15])[C:11]([CH3:14])([CH3:13])[CH3:12])[CH:6]=[CH:5][CH:4]=1)[CH3:2].[C:16]([Li])(C)(C)C.CI. The catalyst is C(OCC)C.O. The yield is 0.690. (4) The catalyst is C1(C)C=CC=CC=1.O. The reactants are [Cl-].C[Al+]C.[C:5]([C:7]1[N:12]=[CH:11][CH:10]=[CH:9][N:8]=1)#[N:6].[C:13]([C:17]1[CH:24]=[CH:23][C:20]([CH2:21][NH2:22])=[CH:19][CH:18]=1)([CH3:16])([CH3:15])[CH3:14].[CH2:25]([C:27](CC)([C:31]([O-])=[O:32])[C:28]([O-])=[O:29])C.[Na].Cl. The product is [CH3:15][C:13]([C:17]1[CH:18]=[CH:19][C:20]([CH2:21][N:22]2[C:28](=[O:29])[C:27]([CH3:25])=[C:31]([OH:32])[N:6]=[C:5]2[C:7]2[N:12]=[CH:11][CH:10]=[CH:9][N:8]=2)=[CH:23][CH:24]=1)([CH3:16])[CH3:14]. The yield is 0.600. (5) The product is [F:10][C:6]1[CH:7]=[CH:8][CH:9]=[C:2]([NH:16][CH2:15][CH2:14][O:20][CH3:17])[C:3]=1[C:4]#[N:5]. The catalyst is CN(C)C=O. The yield is 0.680. The reactants are F[C:2]1[CH:9]=[CH:8][CH:7]=[C:6]([F:10])[C:3]=1[C:4]#[N:5].COC[CH2:14][CH2:15][NH2:16].[C:17](=[O:20])([O-])[O-].[K+].[K+].O. (6) The reactants are [CH3:1][C:2]1[CH2:11][N:10]([CH2:12][CH2:13][CH3:14])[C:9]2[N:8]3[CH2:15][N:16]([O:18][CH3:19])[CH:17]=[C:7]3[CH:6]=[N:5][C:4]=2[C:3]=1[CH3:20].[Cl:21]CCl.Cl. The catalyst is O. The product is [ClH:21].[CH3:1][C:2]1[CH2:11][N:10]([CH2:12][CH2:13][CH3:14])[C:9]2[N:8]3[CH2:15][N:16]([O:18][CH3:19])[CH:17]=[C:7]3[CH:6]=[N:5][C:4]=2[C:3]=1[CH3:20]. The yield is 0.850.